From a dataset of Forward reaction prediction with 1.9M reactions from USPTO patents (1976-2016). Predict the product of the given reaction. (1) Given the reactants [Cl:1][C:2]1[CH:3]=[C:4]([CH:15]=[C:16]([Cl:18])[CH:17]=1)[CH2:5][NH:6][CH2:7][C:8]1[CH:13]=[CH:12][C:11]([F:14])=[CH:10][CH:9]=1.CCN=C=NCCC[N:27]([CH3:29])C.Cl.[C:31](C(N)C1C=C(C=CC=1)C(O)=O)([O:33][C:34]([CH3:37])([CH3:36])[CH3:35])=[O:32].[CH:49]1[CH:50]=[CH:51][C:52]2N(O)N=N[C:53]=2[CH:54]=1.O.CN([CH:63]=[O:64])C, predict the reaction product. The product is: [Cl:1][C:2]1[CH:3]=[C:4]([CH:15]=[C:16]([Cl:18])[CH:17]=1)[CH2:5][N:6]([CH2:7][C:8]1[CH:9]=[CH:10][C:11]([F:14])=[CH:12][CH:13]=1)[C:63]([C:49]1[CH:54]=[C:53]([CH:52]=[CH:51][CH:50]=1)[CH2:29][NH:27][C:31](=[O:32])[O:33][C:34]([CH3:35])([CH3:36])[CH3:37])=[O:64]. (2) Given the reactants C(=O)([O-])[O-].[K+].[K+].Br[CH2:8][C:9]1[CH:14]=[CH:13][C:12]([Cl:15])=[CH:11][CH:10]=1.[C:16]1([NH2:23])[C:17]([NH2:22])=[CH:18][CH:19]=[CH:20][CH:21]=1, predict the reaction product. The product is: [Cl:15][C:12]1[CH:13]=[CH:14][C:9]([CH2:8][NH:22][C:17]2[C:16]([NH2:23])=[CH:21][CH:20]=[CH:19][CH:18]=2)=[CH:10][CH:11]=1.